Dataset: Forward reaction prediction with 1.9M reactions from USPTO patents (1976-2016). Task: Predict the product of the given reaction. (1) Given the reactants [CH2:1]([N:3]([S:30]([C:33]1[S:34][CH:35]=[CH:36][CH:37]=1)(=[O:32])=[O:31])[C:4]1[CH:5]=[CH:6][CH:7]=[C:8]2[C:12]=1[NH:11][C:10]([C:13]1[S:14][C:15]([CH2:18][O:19][C:20]3[CH:29]=[CH:28][C:23]([C:24]([O:26]C)=[O:25])=[CH:22][CH:21]=3)=[CH:16][N:17]=1)=[CH:9]2)[CH3:2].O1CCCC1.[OH-].[Na+].Cl, predict the reaction product. The product is: [CH2:1]([N:3]([S:30]([C:33]1[S:34][CH:35]=[CH:36][CH:37]=1)(=[O:31])=[O:32])[C:4]1[CH:5]=[CH:6][CH:7]=[C:8]2[C:12]=1[NH:11][C:10]([C:13]1[S:14][C:15]([CH2:18][O:19][C:20]3[CH:21]=[CH:22][C:23]([C:24]([OH:26])=[O:25])=[CH:28][CH:29]=3)=[CH:16][N:17]=1)=[CH:9]2)[CH3:2]. (2) The product is: [Cl-:1].[CH3:2][NH+:3]1[CH2:21][CH2:4][C:5]2([C:19]3[N:11]([N:12]=[C:13]4[C:18]=3[CH:17]=[CH:16][CH:15]=[CH:14]4)[CH2:10][CH2:9][O:8]2)[CH2:6][CH2:7]1. Given the reactants [Cl-:1].[CH3:2][NH+:3]1[CH2:7][CH2:6][C:5]2([C:19]3[N:11]([N:12]=[C:13]4[C:18]=3[CH:17]=[CH:16][CH:15]=[CH:14]4)[CH2:10][CH2:9][O:8]2)[CH2:4]1.O=[C:21]1CCN(C(OC(C)(C)C)=O)CC1, predict the reaction product. (3) Given the reactants [C:1]1([CH3:11])[CH:6]=[CH:5][C:4]([S:7](Cl)(=[O:9])=[O:8])=[CH:3][CH:2]=1.[OH:12][CH2:13][CH2:14][N:15]1[CH2:19][CH2:18][CH2:17][C:16]1=[O:20].N1C=CC=CC=1, predict the reaction product. The product is: [CH3:11][C:1]1[CH:6]=[CH:5][C:4]([S:7]([O:12][CH2:13][CH2:14][N:15]2[CH2:19][CH2:18][CH2:17][C:16]2=[O:20])(=[O:9])=[O:8])=[CH:3][CH:2]=1. (4) Given the reactants C([O:4][C@@H:5]1[C@@H:10]([O:11]C(=O)C)[C@@H:9]([O:15]C(=O)C)[C@@H:8]([CH2:19][O:20]C(=O)C)[O:7][C@H:6]1[O:24][C:25]1[C:29]([CH2:30][C:31]2[CH:36]=[CH:35][C:34]([O:37][CH2:38][CH2:39][CH2:40]O)=[CH:33][C:32]=2[CH3:42])=[C:28]([CH:43]([CH3:45])[CH3:44])[NH:27][N:26]=1)(=O)C.[NH2:46][C:47]([CH3:53])([CH3:52])[CH2:48][C:49]([NH2:51])=[O:50].NC(C)(C)C(NC(O)C)=O, predict the reaction product. The product is: [C:49]([CH2:48][C:47]([NH:46][CH2:40][CH2:39][CH2:38][O:37][C:34]1[CH:35]=[CH:36][C:31]([CH2:30][C:29]2[C:25]([O:24][C@@H:6]3[O:7][C@H:8]([CH2:19][OH:20])[C@H:9]([OH:15])[C@H:10]([OH:11])[C@H:5]3[OH:4])=[N:26][NH:27][C:28]=2[CH:43]([CH3:45])[CH3:44])=[C:32]([CH3:42])[CH:33]=1)([CH3:53])[CH3:52])(=[O:50])[NH2:51].